Dataset: Reaction yield outcomes from USPTO patents with 853,638 reactions. Task: Predict the reaction yield, written as a fraction of the theoretical maximum amount of product (1.0 means a 100% yield; for example, 0.34 means a 34% yield). The reactants are [CH2:1]([O:3][C:4]1[CH:5]=[CH:6][C:7]([N+:17]([O-])=O)=[C:8]([NH:10][C:11]2[CH:16]=[CH:15][N:14]=[CH:13][CH:12]=2)[CH:9]=1)[CH3:2]. The catalyst is CO.[Pd]. The product is [CH2:1]([O:3][C:4]1[CH:9]=[C:8]([NH:10][C:11]2[CH:16]=[CH:15][N:14]=[CH:13][CH:12]=2)[C:7]([NH2:17])=[CH:6][CH:5]=1)[CH3:2]. The yield is 0.890.